From a dataset of Forward reaction prediction with 1.9M reactions from USPTO patents (1976-2016). Predict the product of the given reaction. (1) Given the reactants Br[C:2]1[CH:3]=[C:4]([NH:10][C:11]2[CH:16]=[CH:15][C:14]([N:17]3[CH2:22][CH2:21][N:20]([CH3:23])[CH2:19][C@H:18]3[CH3:24])=[CH:13][N:12]=2)[C:5](=[O:9])[N:6]([CH3:8])[CH:7]=1.[C:25]([O:28][CH2:29][C:30]1[C:35](B2OC(C)(C)C(C)(C)O2)=[CH:34][C:33]([F:45])=[CH:32][C:31]=1[N:46]1[CH2:58][CH2:57][N:49]2[C:50]3[CH2:51][CH2:52][CH2:53][CH2:54][C:55]=3[CH:56]=[C:48]2[C:47]1=[O:59])(=[O:27])[CH3:26].C([O-])([O-])=O.[Na+].[Na+], predict the reaction product. The product is: [C:25]([O:28][CH2:29][C:30]1[C:31]([N:46]2[CH2:58][CH2:57][N:49]3[C:50]4[CH2:51][CH2:52][CH2:53][CH2:54][C:55]=4[CH:56]=[C:48]3[C:47]2=[O:59])=[CH:32][C:33]([F:45])=[CH:34][C:35]=1[C:2]1[CH:3]=[C:4]([NH:10][C:11]2[CH:16]=[CH:15][C:14]([N:17]3[CH2:22][CH2:21][N:20]([CH3:23])[CH2:19][C@H:18]3[CH3:24])=[CH:13][N:12]=2)[C:5](=[O:9])[N:6]([CH3:8])[CH:7]=1)(=[O:27])[CH3:26]. (2) Given the reactants [Cl:1][C:2]1[C:11]2[C:6](=[CH:7][CH:8]=[C:9]([N+:12]([O-:14])=[O:13])[CH:10]=2)[N:5]=[CH:4][CH:3]=1.[Cl-].[NH2:16][C:17]1[CH:39]=[CH:38][C:20]([NH:21][C:22]([C:24]2[CH:37]=[CH:36][C:27]([NH:28][C:29]3[CH:34]=[CH:33][N+:32]([CH3:35])=[CH:31][CH:30]=3)=[CH:26][CH:25]=2)=[O:23])=[CH:19][CH:18]=1.Cl.CO.CCOC(C)=O, predict the reaction product. The product is: [Cl-:1].[CH3:35][N+:32]1[CH:31]=[CH:30][C:29]([NH:28][C:27]2[CH:26]=[CH:25][C:24]([C:22]([NH:21][C:20]3[CH:19]=[CH:18][C:17]([NH:16][C:2]4[C:11]5[C:6](=[CH:7][CH:8]=[C:9]([N+:12]([O-:14])=[O:13])[CH:10]=5)[N:5]=[CH:4][CH:3]=4)=[CH:39][CH:38]=3)=[O:23])=[CH:37][CH:36]=2)=[CH:34][CH:33]=1. (3) Given the reactants [Cl:1][C:2]1[CH:9]=[C:8]([N+:10]([O-:12])=[O:11])[CH:7]=[CH:6][C:3]=1[CH:4]=O.[NH2:13][C:14]1[C:18]2[CH:19]=[C:20]([Br:23])[CH:21]=[CH:22][C:17]=2[O:16][C:15]=1[C:24]([NH2:26])=[O:25].OS([O-])=O.[Na+].O, predict the reaction product. The product is: [Br:23][C:20]1[CH:21]=[CH:22][C:17]2[O:16][C:15]3[C:24](=[O:25])[NH:26][C:4]([C:3]4[CH:6]=[CH:7][C:8]([N+:10]([O-:12])=[O:11])=[CH:9][C:2]=4[Cl:1])=[N:13][C:14]=3[C:18]=2[CH:19]=1. (4) The product is: [Cl:1][C:2]1[CH:3]=[C:4]([NH:8][C:9]2[N:14]=[C:13]([NH:15][CH2:16][C@@H:17]3[CH2:21][CH2:20][CH2:19][NH:18]3)[CH:12]=[CH:11][N:10]=2)[CH:5]=[CH:6][CH:7]=1. Given the reactants [Cl:1][C:2]1[CH:3]=[C:4]([NH:8][C:9]2[N:14]=[C:13]([NH:15][CH2:16][C@@H:17]3[CH2:21][CH2:20][CH2:19][N:18]3C(OC(C)(C)C)=O)[CH:12]=[CH:11][N:10]=2)[CH:5]=[CH:6][CH:7]=1.FC(F)(F)C(O)=O, predict the reaction product. (5) Given the reactants [C:1]([O:5][C:6]([N:8]1[CH2:13][CH2:12][N:11]([C:14]2[C:15](=[O:20])[NH:16][CH:17]=[CH:18][N:19]=2)[CH2:10][CH2:9]1)=[O:7])([CH3:4])([CH3:3])[CH3:2].Cl[CH2:22][CH:23]1[O:28][C:27]2[CH:29]=[CH:30][CH:31]=[CH:32][C:26]=2[O:25][CH2:24]1.CN(C=O)C.C(=O)([O-])[O-].[K+].[K+], predict the reaction product. The product is: [O:28]1[C:27]2[CH:29]=[CH:30][CH:31]=[CH:32][C:26]=2[O:25][CH2:24][CH:23]1[CH2:22][N:16]1[CH:17]=[CH:18][N:19]=[C:14]([N:11]2[CH2:10][CH2:9][N:8]([C:6]([O:5][C:1]([CH3:4])([CH3:2])[CH3:3])=[O:7])[CH2:13][CH2:12]2)[C:15]1=[O:20]. (6) Given the reactants [Br:1][C:2]1[N:3]=[C:4]([C:7]([OH:9])=O)[S:5][CH:6]=1.[C@@H:10]12[O:17][C@@H:14]([CH2:15][CH2:16]1)[CH2:13][NH:12][CH2:11]2.C(Cl)CCl.C(N(CC)CC)C, predict the reaction product. The product is: [CH:14]12[O:17][CH:10]([CH2:16][CH2:15]1)[CH2:11][N:12]([C:7]([C:4]1[S:5][CH:6]=[C:2]([Br:1])[N:3]=1)=[O:9])[CH2:13]2. (7) The product is: [C:22]1([S:28]([N:31]2[CH2:35][CH2:34][CH2:33][C@H:32]2[C:36]([NH:4][C:3]2[C:5]([CH3:15])=[CH:6][C:7]([CH3:14])=[C:8]([N:9]3[CH2:13][CH2:12][CH2:11][CH2:10]3)[C:2]=2[CH3:1])=[O:37])(=[O:29])=[O:30])[CH:23]=[CH:24][CH:25]=[CH:26][CH:27]=1. Given the reactants [CH3:1][C:2]1[C:8]([N:9]2[CH2:13][CH2:12][CH2:11][CH2:10]2)=[C:7]([CH3:14])[CH:6]=[C:5]([CH3:15])[C:3]=1[NH2:4].N1C=CC=CC=1.[C:22]1([S:28]([N:31]2[CH2:35][CH2:34][CH2:33][CH:32]2[C:36](Cl)=[O:37])(=[O:30])=[O:29])[CH:27]=[CH:26][CH:25]=[CH:24][CH:23]=1.Cl, predict the reaction product. (8) The product is: [ClH:32].[Br:1][C:2]1[CH:31]=[CH:30][C:5]([O:6][C:7]2[CH:12]=[CH:11][CH:10]=[CH:9][C:8]=2[NH:13][S:14]([C:17]2[CH:18]=[CH:19][C:20]([C:21]([NH:23][CH2:24][C:25](=[O:27])[N:40]3[CH2:45][CH2:44][NH:43][CH2:42][CH2:41]3)=[O:22])=[CH:28][CH:29]=2)(=[O:16])=[O:15])=[C:4]([Cl:32])[CH:3]=1. Given the reactants [Br:1][C:2]1[CH:31]=[CH:30][C:5]([O:6][C:7]2[CH:12]=[CH:11][CH:10]=[CH:9][C:8]=2[NH:13][S:14]([C:17]2[CH:29]=[CH:28][C:20]([C:21]([NH:23][CH2:24][C:25]([OH:27])=O)=[O:22])=[CH:19][CH:18]=2)(=[O:16])=[O:15])=[C:4]([Cl:32])[CH:3]=1.C(OC([N:40]1[CH2:45][CH2:44][NH:43][CH2:42][CH2:41]1)=O)(C)(C)C, predict the reaction product.